Predict the product of the given reaction. From a dataset of Forward reaction prediction with 1.9M reactions from USPTO patents (1976-2016). (1) Given the reactants [C:1]([C:4]1[CH:5]=[C:6]([NH:24][C:25]([NH:27][S:28]([C:31]2[S:32][C:33]([Cl:36])=[CH:34][CH:35]=2)(=[O:30])=[O:29])=[O:26])[CH:7]=[CH:8][C:9]=1[N:10]1[CH:19]=[CH:18][C:17]2[C:12](=[CH:13][C:14]([F:22])=[C:15]([NH:20][CH3:21])[CH:16]=2)[C:11]1=[O:23])(=[O:3])[CH3:2].[BH4-].[Na+], predict the reaction product. The product is: [Cl:36][C:33]1[S:32][C:31]([S:28]([NH:27][C:25]([NH:24][C:6]2[CH:7]=[CH:8][C:9]([N:10]3[CH:19]=[CH:18][C:17]4[C:12](=[CH:13][C:14]([F:22])=[C:15]([NH:20][CH3:21])[CH:16]=4)[C:11]3=[O:23])=[C:4]([CH:1]([OH:3])[CH3:2])[CH:5]=2)=[O:26])(=[O:29])=[O:30])=[CH:35][CH:34]=1. (2) Given the reactants [Br-].[Cl:2][C:3]1[CH:13]=[CH:12][C:6]([O:7][CH2:8][C:9]([OH:11])=[O:10])=[C:5]([O:14]C)[CH:4]=1, predict the reaction product. The product is: [Cl:2][C:3]1[CH:13]=[CH:12][C:6]([O:7][CH2:8][C:9]([OH:11])=[O:10])=[C:5]([OH:14])[CH:4]=1. (3) Given the reactants Cl[C:2]1[N:7]([CH2:8][CH3:9])[C:6](=[O:10])[CH:5]=[C:4]([Cl:11])[N:3]=1.CCN(C(C)C)C(C)C.[C:21]([O:25][C:26]([NH:28][CH:29]1[CH2:34][CH2:33][NH:32][CH2:31][CH2:30]1)=[O:27])([CH3:24])([CH3:23])[CH3:22], predict the reaction product. The product is: [C:21]([O:25][C:26](=[O:27])[NH:28][CH:29]1[CH2:34][CH2:33][N:32]([C:2]2[N:7]([CH2:8][CH3:9])[C:6](=[O:10])[CH:5]=[C:4]([Cl:11])[N:3]=2)[CH2:31][CH2:30]1)([CH3:24])([CH3:22])[CH3:23]. (4) Given the reactants [NH2:1][C:2]1[CH:7]=[CH:6][CH:5]=[CH:4][CH:3]=1.[Li].[CH2:9](I)[CH3:10].[NH4+].[Cl-], predict the reaction product. The product is: [CH2:9]([NH:1][C:2]1[CH:7]=[CH:6][CH:5]=[CH:4][CH:3]=1)[CH3:10]. (5) Given the reactants [C:1]([N:8]1[CH2:12][C@@H:11]([O:13][CH3:14])[CH2:10][C@H:9]1[C:15](OC)=[O:16])([O:3][C:4]([CH3:7])([CH3:6])[CH3:5])=[O:2].[BH4-].[Li+], predict the reaction product. The product is: [C:1]([N:8]1[CH2:12][C@@H:11]([O:13][CH3:14])[CH2:10][C@H:9]1[CH2:15][OH:16])([O:3][C:4]([CH3:7])([CH3:6])[CH3:5])=[O:2]. (6) The product is: [Cl:15][C:16]1[N:21]=[CH:20][N:19]=[C:18]([C:22]([N:4]([C:5]2[CH:10]=[CH:9][CH:8]=[CH:7][CH:6]=2)[CH2:3][C:2]([F:11])([F:12])[F:1])=[O:23])[CH:17]=1. Given the reactants [F:1][C:2]([F:12])([F:11])[CH2:3][NH:4][C:5]1[CH:10]=[CH:9][CH:8]=[CH:7][CH:6]=1.[OH-].[Na+].[Cl:15][C:16]1[N:21]=[CH:20][N:19]=[C:18]([C:22](Cl)=[O:23])[CH:17]=1.C(=O)([O-])O.[Na+], predict the reaction product. (7) Given the reactants [CH2:1]=[C:2]1[CH2:7][CH2:6][C:5]([CH2:21][OH:22])([C:8]2[CH:13]=[CH:12][CH:11]=[C:10]([O:14][C:15]3[CH:20]=[CH:19][CH:18]=[CH:17][CH:16]=3)[CH:9]=2)[CH2:4][CH2:3]1.ClC1C=CC=C(C(OO)=[O:31])C=1, predict the reaction product. The product is: [O:14]([C:10]1[CH:9]=[C:8]([C:5]2([CH2:21][OH:22])[CH2:4][CH2:3][C:2]3([O:31][CH2:1]3)[CH2:7][CH2:6]2)[CH:13]=[CH:12][CH:11]=1)[C:15]1[CH:20]=[CH:19][CH:18]=[CH:17][CH:16]=1.